This data is from Catalyst prediction with 721,799 reactions and 888 catalyst types from USPTO. The task is: Predict which catalyst facilitates the given reaction. (1) Reactant: [C:1]1([C:7]2[N:12]=[C:11]3[CH:13]=[CH:14][NH:15][C:10]3=[C:9]([C:16]([NH2:18])=[O:17])[CH:8]=2)[CH:6]=[CH:5][CH:4]=[CH:3][CH:2]=1.[CH2:19]([N:26]1[CH2:31][CH2:30][CH2:29][CH2:28][C:27]1=O)[C:20]1[CH:25]=[CH:24][CH:23]=[CH:22][CH:21]=1.C[O-].[Na+]. Product: [C:1]1([C:7]2[N:12]=[C:11]3[C:13]([C:29]4[CH2:30][CH2:31][N:26]([CH2:19][C:20]5[CH:25]=[CH:24][CH:23]=[CH:22][CH:21]=5)[CH2:27][CH:28]=4)=[CH:14][NH:15][C:10]3=[C:9]([C:16]([NH2:18])=[O:17])[CH:8]=2)[CH:2]=[CH:3][CH:4]=[CH:5][CH:6]=1. The catalyst class is: 5. (2) Reactant: [C:1]([O:5][C:6](=[O:26])[NH:7][CH2:8][C:9]1[CH:14]=[CH:13][CH:12]=[C:11]([C:15]2[C:16]3[N:17]([N:22]=[C:23]([NH2:25])[N:24]=3)[CH:18]=[C:19]([CH3:21])[CH:20]=2)[CH:10]=1)([CH3:4])([CH3:3])[CH3:2].Br[C:28]1[CH:33]=[CH:32][C:31]([N:34]2[CH:38]=[C:37]([CH3:39])[N:36]=[CH:35]2)=[C:30]([O:40][CH3:41])[CH:29]=1.C(Cl)Cl. Product: [CH3:41][O:40][C:30]1[CH:29]=[C:28]([NH:25][C:23]2[N:24]=[C:16]3[C:15]([C:11]4[CH:10]=[C:9]([CH:14]=[CH:13][CH:12]=4)[CH2:8][NH:7][C:6](=[O:26])[O:5][C:1]([CH3:4])([CH3:2])[CH3:3])=[CH:20][C:19]([CH3:21])=[CH:18][N:17]3[N:22]=2)[CH:33]=[CH:32][C:31]=1[N:34]1[CH:38]=[C:37]([CH3:39])[N:36]=[CH:35]1. The catalyst class is: 61. (3) Reactant: [CH2:1]([C:3]1[CH:4]=[C:5]([CH2:9][S:10][C:11]2[N:16]=[C:15]([OH:17])[CH:14]=[C:13]([CH3:18])[N:12]=2)[CH:6]=[N:7][CH:8]=1)[CH3:2].[ClH:19].O1CCOCC1.CCOCC. Product: [ClH:19].[CH2:1]([C:3]1[CH:4]=[C:5]([CH2:9][S:10][C:11]2[N:16]=[C:15]([OH:17])[CH:14]=[C:13]([CH3:18])[N:12]=2)[CH:6]=[N:7][CH:8]=1)[CH3:2]. The catalyst class is: 5. (4) Reactant: [Br:1][CH2:2][C:3]1[CH:11]=[CH:10][C:6]([C:7]([OH:9])=[O:8])=[CH:5][C:4]=1[N+:12]([O-:14])=[O:13].CO.[CH2:17]1CCC(N=C=NC2CCCCC2)CC1. Product: [CH3:17][O:8][C:7](=[O:9])[C:6]1[CH:10]=[CH:11][C:3]([CH2:2][Br:1])=[C:4]([N+:12]([O-:14])=[O:13])[CH:5]=1. The catalyst class is: 79.